From a dataset of Retrosynthesis with 50K atom-mapped reactions and 10 reaction types from USPTO. Predict the reactants needed to synthesize the given product. (1) Given the product CCc1cc(NCc2nc3ccccc3s2)c(=O)[nH]c1C, predict the reactants needed to synthesize it. The reactants are: CCc1cc(N)c(=O)[nH]c1C.ClCc1nc2ccccc2s1. (2) Given the product N#Cc1ccc2oc3c(-c4ccccc4F)c(O)c(F)cc3c2c1, predict the reactants needed to synthesize it. The reactants are: N#Cc1ccc2oc3c(Br)c(O)c(F)cc3c2c1.OB(O)c1ccccc1F. (3) Given the product Cc1cccc2c1/C(=C/c1[nH]c3c(c1C)C(=O)N(C[C@H](O)CN1CCOCC1)CCC3)C(=O)N2, predict the reactants needed to synthesize it. The reactants are: Cc1c(C=O)[nH]c2c1C(=O)N(CC(O)CN1CCOCC1)CCC2.Cc1cccc2c1CC(=O)N2. (4) Given the product O=C(Nc1ccc([N+](=O)[O-])cc1Cl)c1ccccc1O, predict the reactants needed to synthesize it. The reactants are: Nc1ccc([N+](=O)[O-])cc1Cl.O=C(O)c1ccccc1O. (5) The reactants are: ClCCNCCCl.Nc1ccccc1OCC(F)(F)F. Given the product FC(F)(F)COc1ccccc1N1CCNCC1, predict the reactants needed to synthesize it. (6) Given the product CC(C)n1ccc2c(C(=O)O)cc(Br)cc21, predict the reactants needed to synthesize it. The reactants are: COC(=O)c1cc(Br)cc2c1ccn2C(C)C.